Dataset: Full USPTO retrosynthesis dataset with 1.9M reactions from patents (1976-2016). Task: Predict the reactants needed to synthesize the given product. (1) Given the product [CH3:1][C@@H:2]1[CH2:6][CH2:5][CH2:4][N:3]1[CH2:7][CH2:8][C:9]1[CH:10]=[CH:11][C:12]([C:15]2[CH:16]=[CH:17][C:18]([C:21]3([C:26]([NH:30][C@H:31]4[CH2:36][CH2:35][CH2:34][CH2:33][C@H:32]4[C:37]([O:39][CH2:40][CH3:41])=[O:38])=[O:27])[CH2:22][CH2:23][CH2:24][CH2:25]3)=[CH:19][CH:20]=2)=[CH:13][CH:14]=1, predict the reactants needed to synthesize it. The reactants are: [CH3:1][C@@H:2]1[CH2:6][CH2:5][CH2:4][N:3]1[CH2:7][CH2:8][C:9]1[CH:14]=[CH:13][C:12]([C:15]2[CH:20]=[CH:19][C:18]([C:21]3([C:26](O)=[O:27])[CH2:25][CH2:24][CH2:23][CH2:22]3)=[CH:17][CH:16]=2)=[CH:11][CH:10]=1.Cl.[NH2:30][C@H:31]1[CH2:36][CH2:35][CH2:34][CH2:33][C@H:32]1[C:37]([O:39][CH2:40][CH3:41])=[O:38].CN(C(ON1N=NC2C=CC=NC1=2)=[N+](C)C)C.F[P-](F)(F)(F)(F)F.Cl. (2) Given the product [CH3:1][C:2]1[CH:10]=[CH:9][C:5]([C:6]([NH:33][C:31]2[CH:30]=[CH:29][N:28]=[C:27]([C:26]([F:35])([F:25])[F:34])[CH:32]=2)=[O:8])=[CH:4][C:3]=1[N+:11]([O-:13])=[O:12], predict the reactants needed to synthesize it. The reactants are: [CH3:1][C:2]1[CH:10]=[CH:9][C:5]([C:6]([OH:8])=O)=[CH:4][C:3]=1[N+:11]([O-:13])=[O:12].CN(C=O)C.C(Cl)(=O)C(Cl)=O.[F:25][C:26]([F:35])([F:34])[C:27]1[CH:32]=[C:31]([NH2:33])[CH:30]=[CH:29][N:28]=1. (3) Given the product [C:1]([C:5]1[C:6]([OH:15])=[C:7]([C:8]2[NH:21][C:19](=[O:20])[C:18]3[C:17](=[CH:25][CH:24]=[C:23]([F:26])[CH:22]=3)[N:16]=2)[C:10]([CH3:14])=[C:11]([Cl:13])[CH:12]=1)([CH3:4])([CH3:3])[CH3:2], predict the reactants needed to synthesize it. The reactants are: [C:1]([C:5]1[C:6]([OH:15])=[C:7]([C:10]([CH3:14])=[C:11]([Cl:13])[CH:12]=1)[CH:8]=O)([CH3:4])([CH3:3])[CH3:2].[NH2:16][C:17]1[CH:25]=[CH:24][C:23]([F:26])=[CH:22][C:18]=1[C:19]([NH2:21])=[O:20]. (4) Given the product [CH:1]([C@:4]1([C:16]([N:18]2[CH2:19][CH2:20][CH:21]([C:24]3[CH:29]=[CH:28][CH:27]=[C:26]([C:30]([F:33])([F:32])[F:31])[CH:25]=3)[CH2:22][CH2:23]2)=[O:17])[CH2:8][CH2:7][C@@H:6]([NH:9][CH:10]2[CH2:11][CH2:12][O:13][CH2:14][CH2:15]2)[CH2:5]1)([CH3:3])[CH3:2], predict the reactants needed to synthesize it. The reactants are: [CH:1]([C@:4]1([C:16]([N:18]2[CH2:23][CH:22]=[C:21]([C:24]3[CH:29]=[CH:28][CH:27]=[C:26]([C:30]([F:33])([F:32])[F:31])[CH:25]=3)[CH2:20][CH2:19]2)=[O:17])[CH2:8][CH2:7][C@@H:6]([NH:9][CH:10]2[CH2:15][CH2:14][O:13][CH2:12][CH2:11]2)[CH2:5]1)([CH3:3])[CH3:2].